From a dataset of Forward reaction prediction with 1.9M reactions from USPTO patents (1976-2016). Predict the product of the given reaction. (1) Given the reactants [CH:1]1[C:10]2[C:5](=[CH:6][CH:7]=[CH:8][CH:9]=2)[CH:4]=[CH:3][N:2]=1.Cl[C:12]([O:14][CH2:15][C:16]1[CH:21]=[CH:20][CH:19]=[CH:18][CH:17]=1)=[O:13].[F:22][C:23]1[CH:28]=[CH:27][CH:26]=[C:25]([F:29])[C:24]=1[Li].BrC1C(F)=CC=CC=1F.[Li]CCCC, predict the reaction product. The product is: [CH2:15]([O:14][C:12]([N:2]1[CH:3]=[CH:4][C:5]2[C:10](=[CH:9][CH:8]=[CH:7][CH:6]=2)[CH:1]1[C:24]1[C:23]([F:22])=[CH:28][CH:27]=[CH:26][C:25]=1[F:29])=[O:13])[C:16]1[CH:21]=[CH:20][CH:19]=[CH:18][CH:17]=1. (2) Given the reactants [Br:1][C:2]1[CH:9]=[CH:8][CH:7]=[C:6]([N+:10]([O-:12])=[O:11])[C:3]=1[CH:4]=O.[O-2].[Mg+2].CS(C)=O.[C:19]([CH2:21]P(=O)(OCC)OCC)#[N:20], predict the reaction product. The product is: [Br:1][C:2]1[CH:9]=[CH:8][CH:7]=[C:6]([N+:10]([O-:12])=[O:11])[C:3]=1[CH:4]=[CH:21][C:19]#[N:20].